Dataset: Full USPTO retrosynthesis dataset with 1.9M reactions from patents (1976-2016). Task: Predict the reactants needed to synthesize the given product. (1) Given the product [Br:1][C:2]1[CH:10]=[CH:9][C:5]([C:6]([N:16]2[CH2:21][CH2:20][O:19][CH2:18][CH2:17]2)=[O:8])=[C:4]([F:11])[CH:3]=1, predict the reactants needed to synthesize it. The reactants are: [Br:1][C:2]1[CH:10]=[CH:9][C:5]([C:6]([OH:8])=O)=[C:4]([F:11])[CH:3]=1.C(Cl)CCl.[NH:16]1[CH2:21][CH2:20][O:19][CH2:18][CH2:17]1. (2) The reactants are: [CH3:1][O:2][C:3]1[CH:9]=[CH:8][CH:7]=[C:6]([CH3:10])[C:4]=1[NH2:5].[Br:11]Br. Given the product [Br:11][C:8]1[CH:7]=[C:6]([CH3:10])[C:4]([NH2:5])=[C:3]([O:2][CH3:1])[CH:9]=1, predict the reactants needed to synthesize it. (3) Given the product [C:1]([NH:8][CH2:9][C:10]1[CH:11]=[CH:12][C:13]([C:16]2[O:17][CH:18]=[C:19]([C:21]([O:23][CH3:24])=[O:22])[N:20]=2)=[CH:14][CH:15]=1)([O:3][C:4]([CH3:5])([CH3:7])[CH3:6])=[O:2], predict the reactants needed to synthesize it. The reactants are: [C:1]([NH:8][CH2:9][C:10]1[CH:15]=[CH:14][C:13]([C:16]2[O:17][CH2:18][CH:19]([C:21]([O:23][CH3:24])=[O:22])[N:20]=2)=[CH:12][CH:11]=1)([O:3][C:4]([CH3:7])([CH3:6])[CH3:5])=[O:2].C(Cl)(Cl)(Cl)Br.C1CCN2C(=NCCC2)CC1.